Dataset: Drug-target binding data from BindingDB using IC50 measurements. Task: Regression. Given a target protein amino acid sequence and a drug SMILES string, predict the binding affinity score between them. We predict pIC50 (pIC50 = -log10(IC50 in M); higher means more potent). Dataset: bindingdb_ic50. (1) The small molecule is Cc1cc(N2C(=O)c3ccn(C)c3C2c2ccc(Cl)c(F)c2)cn(C)c1=O. The target protein sequence is NPPPPEVSNPKKPGRVTNQLQYLHKVVMKALWKHQFAWPFRQPVDAVKLGLPDYHKIIKQPMDMGTIKRRLENNYYWAASECMQDFNTMFTNCYIYNKPTDDIVLMAQTLEKIFLQKVASMPQEEQELVVTIPKNSHKKGAKLAALQGSVTSAHQVPAVSSVSHTALYTPPPEIPTTVLNIPHPSVISSPLLKSLHSAGPPLLAVTAAPPAQPLAKKKGVKRKADTTTPTPTAILAPGSPASPPGSLEPKAARLPPMRRESGRPIKPPRKDLPDSQQQHQSSKKGKLSEQLKHCNGILKELLSKKHAAYAWPFYKPVDASALGLHDYHDIIKHPMDLSTVKRKMENRDYRDAQEFAADVRLMFSNCYKYNPPDHDVVAMARKLQDVFEFRYAKMPDEPLEPGPL. The pIC50 is 6.5. (2) The small molecule is O=C(COC(=O)C1(c2ccc(F)cc2)CCCC1)NCc1ccc2c(c1)OCO2. The target protein (P24387) has sequence MSPNFKLQCHFILIFLTALRGESRYLELREAADYDPFLLFSANLKRELAGEQPYRRALRCLDMLSLQGQFTFTADRPQLHCAAFFISEPEEFITIHYDQVSIDCQGGDFLKVFDGWILKGEKFPSSQDHPLPSAERYIDFCESGLSRRSIRSSQNVAMIFFRVHEPGNGFTLTIKTDPNLFPCNVISQTPNGKFTLVVPHQHRNCSFSIIYPVVIKISDLTLGHVNGLQLKKSSAGCEGIGDFVELLGGTGLDPSKMTPLADLCYPFHGPAQMKVGCDNTVVRMVSSGKHVNRVTFEYRQLEPYELENPNGNSIGEFCLSGL. The pIC50 is 5.0. (3) The small molecule is COc1cc(F)ccc1Oc1ccc(Cl)cc1C(=O)Nc1cc[nH]c(=O)c1. The target protein (Q9Y5Y9) has sequence MEFPIGSLETNNFRRFTPESLVEIEKQIAAKQGTKKAREKHREQKDQEEKPRPQLDLKACNQLPKFYGELPAELIGEPLEDLDPFYSTHRTFMVLNKGRTISRFSATRALWLFSPFNLIRRTAIKVSVHSWFSLFITVTILVNCVCMTRTDLPEKIEYVFTVIYTFEALIKILARGFCLNEFTYLRDPWNWLDFSVITLAYVGTAIDLRGISGLRTFRVLRALKTVSVIPGLKVIVGALIHSVKKLADVTILTIFCLSVFALVGLQLFKGNLKNKCVKNDMAVNETTNYSSHRKPDIYINKRGTSDPLLCGNGSDSGHCPDGYICLKTSDNPDFNYTSFDSFAWAFLSLFRLMTQDSWERLYQQTLRTSGKIYMIFFVLVIFLGSFYLVNLILAVVTMAYEEQNQATTDEIEAKEKKFQEALEMLRKEQEVLAALGIDTTSLHSHNGSPLTSKNASERRHRIKPRVSEGSTEDNKSPRSDPYNQRRMSFLGLASGKRRAS.... The pIC50 is 7.9.